Dataset: CYP2C9 inhibition data for predicting drug metabolism from PubChem BioAssay. Task: Regression/Classification. Given a drug SMILES string, predict its absorption, distribution, metabolism, or excretion properties. Task type varies by dataset: regression for continuous measurements (e.g., permeability, clearance, half-life) or binary classification for categorical outcomes (e.g., BBB penetration, CYP inhibition). Dataset: cyp2c9_veith. (1) The compound is COc1ccccc1CN1CC[C@@]2(CCCN(C(=O)c3cc(C(F)(F)F)cc(C(F)(F)F)c3)C2)C1. The result is 0 (non-inhibitor). (2) The drug is COc1ccc(COC(=O)N/N=C2/C[C@@H](O)[C@@H](O)[C@@H]3[C@@H]4C(=O)N(C[C@@H]5CCCO5)C(=O)[C@H]4CC[C@@H]23)cc1. The result is 0 (non-inhibitor). (3) The result is 0 (non-inhibitor). The molecule is O=C(Nc1ccccc1)N1CC[C@@]2(CCCN(C(=O)c3ccncc3)C2)C1. (4) The compound is O=C(COc1ccc(Cl)cc1)N1CCN(Cc2ccc3c(c2)OCO3)CC1. The result is 0 (non-inhibitor). (5) The compound is CCOC(=O)C1C(=O)C=C(c2ccc(C)cc2)CC1c1ccco1. The result is 1 (inhibitor). (6) The compound is [NH-]S(=O)(=O)Cc1noc2ccccc12.[Na+]. The result is 0 (non-inhibitor).